Dataset: Catalyst prediction with 721,799 reactions and 888 catalyst types from USPTO. Task: Predict which catalyst facilitates the given reaction. (1) Reactant: [Cl:1][C:2]1[CH:10]=[CH:9][C:8]2[NH:7][C:6]3[CH2:11][CH2:12][N:13]([CH3:15])[CH2:14][C:5]=3[C:4]=2[CH:3]=1.[CH3:16][N:17]([CH3:26])[C:18]1[CH:23]=[CH:22][C:21]([CH:24]=[CH2:25])=[CH:20][N:19]=1.[OH-].[K+]. Product: [Cl:1][C:2]1[CH:10]=[CH:9][C:8]2[N:7]([CH2:25][CH2:24][C:21]3[CH:22]=[CH:23][C:18]([N:17]([CH3:26])[CH3:16])=[N:19][CH:20]=3)[C:6]3[CH2:11][CH2:12][N:13]([CH3:15])[CH2:14][C:5]=3[C:4]=2[CH:3]=1. The catalyst class is: 37. (2) Reactant: [C:1]([O:5][C:6]([N:8]1[CH2:42][CH2:41][CH2:40][C:10]2([CH2:15][N:14]([CH2:16][C:17]3[C:22]([O:23][CH3:24])=[CH:21][C:20]([O:25][CH3:26])=[CH:19][C:18]=3[O:27][CH3:28])[C:13](=[O:29])[C:12]3[CH:30]=[C:31]([C:33]4[CH:38]=[CH:37][N:36]=[C:35](Cl)[CH:34]=4)[NH:32][C:11]2=3)[CH2:9]1)=[O:7])([CH3:4])([CH3:3])[CH3:2].CC1(C)C2C(=C(P(C3C=CC=CC=3)C3C=CC=CC=3)C=CC=2)OC2C(P(C3C=CC=CC=3)C3C=CC=CC=3)=CC=CC1=2.[C:85]([NH:89][C:90]1[CH:91]=[C:92]([CH:96]=[CH:97][C:98]=1[O:99][C:100]([F:103])([F:102])[F:101])[C:93]([NH2:95])=[O:94])(=[O:88])[CH:86]=[CH2:87].C(=O)([O-])[O-].[Cs+].[Cs+]. Product: [C:85]([NH:89][C:90]1[CH:91]=[C:92]([CH:96]=[CH:97][C:98]=1[O:99][C:100]([F:101])([F:102])[F:103])[C:93]([NH:95][C:35]1[CH:34]=[C:33]([C:31]2[NH:32][C:11]3[C:10]4([CH2:40][CH2:41][CH2:42][N:8]([C:6]([O:5][C:1]([CH3:4])([CH3:2])[CH3:3])=[O:7])[CH2:9]4)[CH2:15][N:14]([CH2:16][C:17]4[C:18]([O:27][CH3:28])=[CH:19][C:20]([O:25][CH3:26])=[CH:21][C:22]=4[O:23][CH3:24])[C:13](=[O:29])[C:12]=3[CH:30]=2)[CH:38]=[CH:37][N:36]=1)=[O:94])(=[O:88])[CH:86]=[CH2:87]. The catalyst class is: 62. (3) Reactant: [Br:1][C:2]1[CH:7]=[C:6]([CH2:8][C:9](Cl)(Cl)Cl)[C:5]([CH3:13])=[CH:4][C:3]=1[F:14].[CH3:15][O-:16].[Na+].S(=O)(=O)(O)[OH:19]. Product: [CH3:15][O:16][C:9](=[O:19])[CH2:8][C:6]1[CH:7]=[C:2]([Br:1])[C:3]([F:14])=[CH:4][C:5]=1[CH3:13]. The catalyst class is: 5. (4) Reactant: [Br:1][C:2]1[CH:3]=[C:4]([CH3:13])[C:5]2[NH:9][C:8]([NH:10][CH3:11])=[N:7][C:6]=2[CH:12]=1.C(N(C(C)C)CC)(C)C.[C:23](O[C:23]([O:25][C:26]([CH3:29])([CH3:28])[CH3:27])=[O:24])([O:25][C:26]([CH3:29])([CH3:28])[CH3:27])=[O:24]. Product: [Br:1][C:2]1[CH:3]=[C:4]([CH3:13])[C:5]2[N:9]=[C:8]([NH:10][CH3:11])[N:7]([C:23]([O:25][C:26]([CH3:29])([CH3:28])[CH3:27])=[O:24])[C:6]=2[CH:12]=1. The catalyst class is: 9. (5) Reactant: [CH3:1][O:2][C:3]1[C:4]([CH3:15])=[C:5]([CH:10]=[C:11]([O:13][CH3:14])[CH:12]=1)[C:6]([O:8]C)=[O:7].[OH-].[Na+]. Product: [CH3:1][O:2][C:3]1[C:4]([CH3:15])=[C:5]([CH:10]=[C:11]([O:13][CH3:14])[CH:12]=1)[C:6]([OH:8])=[O:7]. The catalyst class is: 5.